Dataset: Forward reaction prediction with 1.9M reactions from USPTO patents (1976-2016). Task: Predict the product of the given reaction. (1) Given the reactants CN(C(ON1N=NC2C=CC=NC1=2)=[N+](C)C)C.F[P-](F)(F)(F)(F)F.[CH3:25][O:26][C:27]1[CH:28]=[CH:29][C:30]([N:35]2[C:44](=[O:45])[C:43]3[C:38](=[CH:39][C:40]([C:48](O)=[O:49])=[CH:41][C:42]=3[O:46][CH3:47])[NH:37][C:36]2=[S:51])=[N:31][C:32]=1[O:33][CH3:34].[Cl:52][C:53]1[CH:60]=[CH:59][C:56]([CH2:57][NH2:58])=[CH:55][CH:54]=1.O, predict the reaction product. The product is: [Cl:52][C:53]1[CH:60]=[CH:59][C:56]([CH2:57][NH:58][C:48]([C:40]2[CH:39]=[C:38]3[C:43]([C:44](=[O:45])[N:35]([C:30]4[CH:29]=[CH:28][C:27]([O:26][CH3:25])=[C:32]([O:33][CH3:34])[N:31]=4)[C:36](=[S:51])[NH:37]3)=[C:42]([O:46][CH3:47])[CH:41]=2)=[O:49])=[CH:55][CH:54]=1. (2) Given the reactants [CH3:1][O:2][CH2:3][CH:4]1[CH2:8][C:7]2[CH:9]=[C:10]([CH3:16])[CH:11]=[C:12]([N+:13]([O-])=O)[C:6]=2[O:5]1, predict the reaction product. The product is: [CH3:1][O:2][CH2:3][CH:4]1[CH2:8][C:7]2[CH:9]=[C:10]([CH3:16])[CH:11]=[C:12]([NH2:13])[C:6]=2[O:5]1.